From a dataset of TCR-epitope binding with 47,182 pairs between 192 epitopes and 23,139 TCRs. Binary Classification. Given a T-cell receptor sequence (or CDR3 region) and an epitope sequence, predict whether binding occurs between them. (1) The epitope is GPGHKARVL. The TCR CDR3 sequence is CASSYVGPNTEAFF. Result: 0 (the TCR does not bind to the epitope). (2) The epitope is KLGGALQAK. The TCR CDR3 sequence is CSAPARSEPYEQYF. Result: 1 (the TCR binds to the epitope). (3) The epitope is SFHSLHLLF. The TCR CDR3 sequence is CSVEDQTDPGYTF. Result: 0 (the TCR does not bind to the epitope). (4) The epitope is TLIGDCATV. The TCR CDR3 sequence is CASSLALGVSYNEQFF. Result: 1 (the TCR binds to the epitope).